Dataset: Full USPTO retrosynthesis dataset with 1.9M reactions from patents (1976-2016). Task: Predict the reactants needed to synthesize the given product. Given the product [CH:36]1([CH2:35][NH:34][C:21]([C:19]2[CH:18]=[CH:17][N:16]3[CH:24]=[C:13]([C:3]4[C:4]([C:7]5[CH:8]=[CH:9][CH:10]=[CH:11][CH:12]=5)=[N:5][O:6][C:2]=4[CH3:1])[N:14]=[C:15]3[CH:20]=2)=[O:23])[CH2:38][CH2:37]1, predict the reactants needed to synthesize it. The reactants are: [CH3:1][C:2]1[O:6][N:5]=[C:4]([C:7]2[CH:12]=[CH:11][CH:10]=[CH:9][CH:8]=2)[C:3]=1[C:13]1[N:14]=[C:15]2[CH:20]=[C:19]([C:21]([OH:23])=O)[CH:18]=[CH:17][N:16]2[CH:24]=1.C(N(CC)C(C)C)(C)C.[NH2:34][CH2:35][CH:36]1[CH2:38][CH2:37]1.[Cl-].[Na+].O.O.